Predict the reactants needed to synthesize the given product. From a dataset of Full USPTO retrosynthesis dataset with 1.9M reactions from patents (1976-2016). Given the product [Si:27]([O:28][CH2:29][CH2:30][C:31]1[CH:32]=[CH:33][C:34]([CH2:37][CH:38]=[O:39])=[CH:35][CH:36]=1)([C:23]([CH3:25])([CH3:24])[CH3:26])([CH3:41])[CH3:40], predict the reactants needed to synthesize it. The reactants are: CC(OI1(OC(C)=O)(OC(C)=O)OC(=O)C2C=CC=CC1=2)=O.[C:23]([Si:27]([CH3:41])([CH3:40])[O:28][CH2:29][CH2:30][C:31]1[CH:36]=[CH:35][C:34]([CH2:37][CH2:38][OH:39])=[CH:33][CH:32]=1)([CH3:26])([CH3:25])[CH3:24].S([O-])([O-])(=O)=S.[Na+].[Na+].C(=O)(O)[O-].[Na+].